From a dataset of NCI-60 drug combinations with 297,098 pairs across 59 cell lines. Regression. Given two drug SMILES strings and cell line genomic features, predict the synergy score measuring deviation from expected non-interaction effect. (1) Cell line: SNB-19. Drug 2: CC1=CC2C(CCC3(C2CCC3(C(=O)C)OC(=O)C)C)C4(C1=CC(=O)CC4)C. Drug 1: CC1C(C(CC(O1)OC2CC(CC3=C2C(=C4C(=C3O)C(=O)C5=C(C4=O)C(=CC=C5)OC)O)(C(=O)C)O)N)O.Cl. Synergy scores: CSS=28.8, Synergy_ZIP=18.2, Synergy_Bliss=22.8, Synergy_Loewe=-13.0, Synergy_HSA=15.7. (2) Drug 1: CC1=CC=C(C=C1)C2=CC(=NN2C3=CC=C(C=C3)S(=O)(=O)N)C(F)(F)F. Drug 2: C1CCC(C(C1)N)N.C(=O)(C(=O)[O-])[O-].[Pt+4]. Cell line: SK-OV-3. Synergy scores: CSS=-0.883, Synergy_ZIP=-1.07, Synergy_Bliss=0.00778, Synergy_Loewe=-3.71, Synergy_HSA=-3.39. (3) Drug 1: COC1=NC(=NC2=C1N=CN2C3C(C(C(O3)CO)O)O)N. Drug 2: CC(C)(C#N)C1=CC(=CC(=C1)CN2C=NC=N2)C(C)(C)C#N. Cell line: SK-OV-3. Synergy scores: CSS=11.6, Synergy_ZIP=-5.26, Synergy_Bliss=0.212, Synergy_Loewe=-0.889, Synergy_HSA=-1.27. (4) Drug 1: CN(C)C1=NC(=NC(=N1)N(C)C)N(C)C. Drug 2: C1=CC(=CC=C1CC(C(=O)O)N)N(CCCl)CCCl.Cl. Cell line: OVCAR-4. Synergy scores: CSS=12.2, Synergy_ZIP=6.64, Synergy_Bliss=16.9, Synergy_Loewe=11.2, Synergy_HSA=12.2. (5) Drug 1: C1CC(=O)NC(=O)C1N2CC3=C(C2=O)C=CC=C3N. Drug 2: C1CN1P(=S)(N2CC2)N3CC3. Cell line: OVCAR-4. Synergy scores: CSS=5.54, Synergy_ZIP=-0.811, Synergy_Bliss=1.65, Synergy_Loewe=1.39, Synergy_HSA=1.62.